From a dataset of Forward reaction prediction with 1.9M reactions from USPTO patents (1976-2016). Predict the product of the given reaction. (1) Given the reactants C([N:4]1[C:9](=[O:10])[NH:8][C:7](=[O:11])[CH:6]=[N:5]1)(=O)C.[H-].[Na+].I[CH3:15], predict the reaction product. The product is: [CH3:15][N:8]1[C:7](=[O:11])[CH:6]=[N:5][NH:4][C:9]1=[O:10]. (2) Given the reactants [Si:1]([O:8][CH2:9][CH2:10][NH:11][C:12]([C:14]1[N:15]=[C:16]([N:19]2[CH2:22][CH:21]([OH:23])[CH2:20]2)[S:17][CH:18]=1)=[O:13])([C:4]([CH3:7])([CH3:6])[CH3:5])([CH3:3])[CH3:2].[CH3:24][S:25](Cl)(=[O:27])=[O:26].C(N(CC)CC)C.CO, predict the reaction product. The product is: [Si:1]([O:8][CH2:9][CH2:10][NH:11][C:12]([C:14]1[N:15]=[C:16]([N:19]2[CH2:22][CH:21]([O:23][S:25]([CH3:24])(=[O:27])=[O:26])[CH2:20]2)[S:17][CH:18]=1)=[O:13])([C:4]([CH3:7])([CH3:5])[CH3:6])([CH3:3])[CH3:2].